This data is from Forward reaction prediction with 1.9M reactions from USPTO patents (1976-2016). The task is: Predict the product of the given reaction. (1) Given the reactants [N:1]1[CH2:2][CH2:3][N:4]2[C:8]=1[CH2:7][S:6][C:5]2=[O:9].[F:10][C:11]([F:32])([F:31])[C:12]1[CH:26]=[C:25]([C:27]([F:30])([F:29])[F:28])[CH:24]=[CH:23][C:13]=1[CH2:14][N:15]1[CH2:20][CH2:19][CH:18]([CH:21]=O)[CH2:17][CH2:16]1.C([O-])(=O)C.[NH2+]1CCCCC1, predict the reaction product. The product is: [F:32][C:11]([F:10])([F:31])[C:12]1[CH:26]=[C:25]([C:27]([F:30])([F:29])[F:28])[CH:24]=[CH:23][C:13]=1[CH2:14][N:15]1[CH2:20][CH2:19][CH:18](/[CH:21]=[C:7]2/[C:8]3[N:4]([CH2:3][CH2:2][N:1]=3)[C:5](=[O:9])[S:6]/2)[CH2:17][CH2:16]1. (2) Given the reactants [CH:1]([C:3]1[CH:11]=[CH:10][C:6]([C:7]([OH:9])=[O:8])=[C:5]([N+:12]([O-:14])=[O:13])[CH:4]=1)=O.[C:15]1([C:21](=O)[CH2:22][C:23]2[CH:28]=[CH:27][CH:26]=[CH:25][CH:24]=2)[CH:20]=[CH:19][CH:18]=[CH:17][CH:16]=1.[NH2:30][C:31]([NH2:33])=[O:32].Cl.[CH2:35](O)[CH3:36], predict the reaction product. The product is: [N+:12]([C:5]1[CH:4]=[C:3]([CH:1]2[C:22]([C:23]3[CH:28]=[CH:27][CH:26]=[CH:25][CH:24]=3)=[C:21]([C:15]3[CH:20]=[CH:19][CH:18]=[CH:17][CH:16]=3)[NH:33][C:31](=[O:32])[NH:30]2)[CH:11]=[CH:10][C:6]=1[C:7]([O:9][CH2:35][CH3:36])=[O:8])([O-:14])=[O:13]. (3) Given the reactants Cl.[NH:2]1[CH2:7][CH2:6][CH:5]([C:8]2[C:16]3[C:11](=[CH:12][CH:13]=[CH:14][CH:15]=3)[N:10]([CH2:17][C:18]3[CH:23]=[CH:22][C:21]([C:24]([F:27])([F:26])[F:25])=[CH:20][CH:19]=3)[CH:9]=2)[CH2:4][CH2:3]1.[C:28]1(=[O:42])[N:32]([CH2:33][CH2:34][CH2:35]Br)[C:31](=[O:37])[C:30]2=[CH:38][CH:39]=[CH:40][CH:41]=[C:29]12.C(=O)([O-])O.[Na+].CN(C=O)C, predict the reaction product. The product is: [C:31]1(=[O:37])[N:32]([CH2:33][CH2:34][CH2:35][N:2]2[CH2:7][CH2:6][CH:5]([C:8]3[C:16]4[C:11](=[CH:12][CH:13]=[CH:14][CH:15]=4)[N:10]([CH2:17][C:18]4[CH:19]=[CH:20][C:21]([C:24]([F:27])([F:25])[F:26])=[CH:22][CH:23]=4)[CH:9]=3)[CH2:4][CH2:3]2)[C:28](=[O:42])[C:29]2=[CH:41][CH:40]=[CH:39][CH:38]=[C:30]12. (4) Given the reactants Cl[C:2]1[CH:11]=[C:10]2[C:5]([CH:6]=[CH:7][C:8]([CH3:12])=[N:9]2)=[CH:4][C:3]=1[O:13]C.N[C:16]1C=CC(O)=C(C)C=1, predict the reaction product. The product is: [CH3:12][C:8]1[CH:7]=[CH:6][C:5]2[C:10](=[CH:11][C:2]([CH3:16])=[C:3]([OH:13])[CH:4]=2)[N:9]=1.